Task: Predict the reactants needed to synthesize the given product.. Dataset: Full USPTO retrosynthesis dataset with 1.9M reactions from patents (1976-2016) (1) Given the product [C:29]([O:28][C:26](=[O:27])[C:23]1[CH:24]=[CH:25][C:20]([CH2:19][C@H:15]([C:12]2[CH:13]=[CH:14][C:9]([Br:8])=[CH:10][CH:11]=2)[C:16]([OH:18])=[O:17])=[CH:21][CH:22]=1)([CH3:32])([CH3:30])[CH3:31], predict the reactants needed to synthesize it. The reactants are: OC[C@@H]1CCC[NH2+]1.[Br:8][C:9]1[CH:14]=[CH:13][C:12]([C@@H:15]([CH2:19][C:20]2[CH:25]=[CH:24][C:23]([C:26]([O:28][C:29]([CH3:32])([CH3:31])[CH3:30])=[O:27])=[CH:22][CH:21]=2)[C:16]([O-:18])=[O:17])=[CH:11][CH:10]=1.C(O)=O. (2) Given the product [CH3:5][C:6]1[CH2:11][CH2:10][C@@H:9]([C:12]([CH3:14])=[CH2:13])[CH2:8][CH:7]=1, predict the reactants needed to synthesize it. The reactants are: [Cl-].[Al+3].[Cl-].[Cl-].[CH3:5][C:6]1[CH:11]2[C:12]([CH3:14])([CH3:13])[CH:9]([CH2:10]2)[CH2:8][CH:7]=1.CC1(C)C2CC1CCC2=C.C=CC1C=CC=CC=1.